This data is from Reaction yield outcomes from USPTO patents with 853,638 reactions. The task is: Predict the reaction yield, written as a fraction of the theoretical maximum amount of product (1.0 means a 100% yield; for example, 0.34 means a 34% yield). (1) The catalyst is CC(N(C)C)=O. The product is [CH3:12][C:3]1[CH:4]=[C:5]([CH3:11])[CH:6]=[C:7]([N+:8]([O-:10])=[O:9])[C:2]=1[C:14]#[N:15]. The yield is 0.230. The reactants are Cl[C:2]1[C:7]([N+:8]([O-:10])=[O:9])=[CH:6][C:5]([CH3:11])=[CH:4][C:3]=1[CH3:12].[Cu][C:14]#[N:15]. (2) The reactants are C([O:3][C:4]([C:6]1([NH:16][C:17](=[O:30])[C:18]2[CH:23]=[CH:22][CH:21]=[C:20]([CH3:24])[C:19]=2[O:25][CH:26]2[CH2:29][CH2:28][CH2:27]2)[CH2:14][C:13]2[C:8](=[CH:9][CH:10]=[C:11]([Br:15])[CH:12]=2)[CH2:7]1)=[O:5])C.[OH-].[K+].O. The catalyst is CCO. The product is [Br:15][C:11]1[CH:12]=[C:13]2[C:8](=[CH:9][CH:10]=1)[CH2:7][C:6]([NH:16][C:17](=[O:30])[C:18]1[CH:23]=[CH:22][CH:21]=[C:20]([CH3:24])[C:19]=1[O:25][CH:26]1[CH2:27][CH2:28][CH2:29]1)([C:4]([OH:5])=[O:3])[CH2:14]2. The yield is 0.930. (3) The reactants are C[N:2]([CH:4]=O)[CH3:3].O=P(Cl)(Cl)[Cl:8].[F:11][CH:12]([F:20])[C:13]1[CH:17]=[C:16]([OH:18])N(C)[N:14]=1.C(=O)([O-])[O-].[K+].[K+]. The catalyst is ClCCl.O. The product is [Cl:8][C:4]1[N:2]([CH3:3])[N:14]=[C:13]([CH:12]([F:20])[F:11])[C:17]=1[CH:16]=[O:18]. The yield is 0.770. (4) The reactants are [CH:1]1([CH2:6][CH:7]([C:16]2[CH:21]=[CH:20][C:19]([S:22]([CH3:25])(=[O:24])=[O:23])=[C:18]([N+:26]([O-])=[O:27])[CH:17]=2)[C:8]([NH:10][C:11]2[S:12][CH:13]=[CH:14][N:15]=2)=[O:9])[CH2:5][CH2:4][CH2:3][CH2:2]1.[H][H]. The catalyst is CO.[Pd]. The product is [CH:1]1([CH2:6][CH:7]([C:16]2[CH:21]=[CH:20][C:19]([S:22]([CH3:25])(=[O:23])=[O:24])=[C:18]([NH:26][OH:27])[CH:17]=2)[C:8]([NH:10][C:11]2[S:12][CH:13]=[CH:14][N:15]=2)=[O:9])[CH2:5][CH2:4][CH2:3][CH2:2]1. The yield is 0.590.